From a dataset of Forward reaction prediction with 1.9M reactions from USPTO patents (1976-2016). Predict the product of the given reaction. (1) Given the reactants FC(F)(F)S(O[C:7]1[C:16]2[C:11](=[CH:12][C:13]([O:17][CH3:18])=[CH:14][CH:15]=2)[CH:10]=[CH:9][CH:8]=1)(=O)=O.C1(P(C2C=CC=CC=2)C2C=CC3C(=CC=CC=3)C=2C2C3C(=CC=CC=3)C=CC=2P(C2C=CC=CC=2)C2C=CC=CC=2)C=CC=CC=1.C(=O)([O-])[O-].[Cs+].[Cs+].[CH2:73]([O:75][C:76](=[O:84])[C:77]1[CH:82]=[CH:81][CH:80]=[C:79]([NH2:83])[CH:78]=1)[CH3:74], predict the reaction product. The product is: [CH3:18][O:17][C:13]1[CH:12]=[C:11]2[C:16](=[CH:15][CH:14]=1)[C:7]([NH:83][C:79]1[CH:78]=[C:77]([CH:82]=[CH:81][CH:80]=1)[C:76]([O:75][CH2:73][CH3:74])=[O:84])=[CH:8][CH:9]=[CH:10]2. (2) The product is: [CH3:28][O:27][CH:26]([O:29][CH3:30])[CH2:25][CH2:24][N:13]1[CH:14]=[C:9]([C:4]2[CH:5]=[N:6][CH:7]=[CH:8][C:3]=2[CH3:2])[C:10](=[O:16])[NH:11][C:12]1=[O:15]. Given the reactants Cl.[CH3:2][C:3]1[CH:8]=[CH:7][N:6]=[CH:5][C:4]=1[C:9]1[C:10](=[O:16])[NH:11][C:12](=[O:15])[NH:13][CH:14]=1.C([O-])([O-])=O.[K+].[K+].Br[CH2:24][CH2:25][CH:26]([O:29][CH3:30])[O:27][CH3:28].O, predict the reaction product. (3) Given the reactants [Br:1][C:2]1[C:3]([O:13][Si:14]([C:17]([CH3:20])([CH3:19])[CH3:18])([CH3:16])[CH3:15])=[C:4]([C:10](=[O:12])[CH3:11])[C:5]([O:8][CH3:9])=[CH:6][CH:7]=1.[Si:21](OS(C(F)(F)F)(=O)=O)([CH3:24])([CH3:23])[CH3:22].C(Cl)(Cl)Cl, predict the reaction product. The product is: [Br:1][C:2]1[C:3]([O:13][Si:14]([C:17]([CH3:20])([CH3:19])[CH3:18])([CH3:15])[CH3:16])=[C:4]([C:10]([O:12][Si:21]([CH3:24])([CH3:23])[CH3:22])=[CH2:11])[C:5]([O:8][CH3:9])=[CH:6][CH:7]=1.